Dataset: Catalyst prediction with 721,799 reactions and 888 catalyst types from USPTO. Task: Predict which catalyst facilitates the given reaction. (1) Reactant: [C:1]([N:4]1[C:13]2[C:8](=[CH:9][C:10]([C:14]([NH2:16])=[O:15])=[CH:11][CH:12]=2)[C@H:7]([NH:17][C:18]2[CH:23]=[CH:22][C:21]([N:24]3[CH2:29][CH2:28][O:27][CH2:26][CH2:25]3)=[CH:20][CH:19]=2)[CH2:6][C@@H:5]1[CH3:30])(=[O:3])[CH3:2].[CH:31](N(CC)C(C)C)(C)C.CCl.N[CH2:43][CH2:44][CH2:45][CH2:46][CH2:47][C:48]([OH:50])=[O:49].O. Product: [C:1]([N:4]1[C:13]2[C:8](=[CH:9][C:10]([C:14]([NH:16][CH2:43][CH2:44][CH2:45][CH2:46][CH2:47][C:48]([O:50][CH3:31])=[O:49])=[O:15])=[CH:11][CH:12]=2)[C@H:7]([NH:17][C:18]2[CH:19]=[CH:20][C:21]([N:24]3[CH2:25][CH2:26][O:27][CH2:28][CH2:29]3)=[CH:22][CH:23]=2)[CH2:6][C@@H:5]1[CH3:30])(=[O:3])[CH3:2]. The catalyst class is: 4. (2) Reactant: [F:1][CH:2]([F:11])[O:3][C:4]1[CH:10]=[CH:9][C:7]([NH2:8])=[CH:6][CH:5]=1.Cl.N([O-])=O.[Na+].[N-:17]=[N+:18]=[N-].[Na+]. Product: [N:8]([C:7]1[CH:9]=[CH:10][C:4]([O:3][CH:2]([F:11])[F:1])=[CH:5][CH:6]=1)=[N+:17]=[N-:18]. The catalyst class is: 6.